From a dataset of Full USPTO retrosynthesis dataset with 1.9M reactions from patents (1976-2016). Predict the reactants needed to synthesize the given product. (1) Given the product [Br:30][C:31]1[CH:32]=[C:33]([C:44]([F:46])([F:47])[F:45])[C:34]2[N:35]([C:37]([Cl:43])=[C:38]([C:40]([N:11]3[CH2:12][CH2:13][C@@H:14]([N:15]4[CH2:19][CH2:18][CH2:17][C:16]4=[O:20])[C@H:9]([OH:8])[CH2:10]3)=[O:41])[N:39]=2)[CH:36]=1, predict the reactants needed to synthesize it. The reactants are: OC(C(F)(F)F)=O.[OH:8][C@H:9]1[C@H:14]([N:15]2[CH2:19][CH2:18][CH2:17][C:16]2=[O:20])[CH2:13][CH2:12][NH:11][CH2:10]1.CCN(C(C)C)C(C)C.[Br:30][C:31]1[CH:32]=[C:33]([C:44]([F:47])([F:46])[F:45])[C:34]2[N:35]([C:37]([Cl:43])=[C:38]([C:40](O)=[O:41])[N:39]=2)[CH:36]=1.CN(C(ON1N=NC2C=CC=NC1=2)=[N+](C)C)C.F[P-](F)(F)(F)(F)F. (2) Given the product [ClH:21].[NH:12]1[CH2:11][CH:10]([N:8]2[CH2:9][CH:6]([NH:5][C:1](=[O:4])[CH:2]=[CH2:3])[CH2:7]2)[CH2:13]1, predict the reactants needed to synthesize it. The reactants are: [C:1]([NH:5][CH:6]1[CH2:9][N:8]([CH:10]2[CH2:13][N:12](C(OC(C)(C)C)=O)[CH2:11]2)[CH2:7]1)(=[O:4])[CH:2]=[CH2:3].[ClH:21].CO. (3) Given the product [C:1]([C@H:5]1[CH2:10][CH2:9][C@H:8]([O:11][C:12]2[CH:13]=[C:14]3[C:19](=[CH:20][CH:21]=2)[C:18]([CH2:22][N:23]2[CH2:24][CH2:25][CH:26]([C:29]([OH:31])=[O:30])[CH2:27][CH2:28]2)=[CH:17][CH:16]=[CH:15]3)[CH2:7][CH2:6]1)([CH3:4])([CH3:2])[CH3:3], predict the reactants needed to synthesize it. The reactants are: [C:1]([C@H:5]1[CH2:10][CH2:9][C@H:8]([O:11][C:12]2[CH:13]=[C:14]3[C:19](=[CH:20][CH:21]=2)[C:18]([CH2:22][N:23]2[CH2:28][CH2:27][CH:26]([C:29]([O:31]CC)=[O:30])[CH2:25][CH2:24]2)=[CH:17][CH:16]=[CH:15]3)[CH2:7][CH2:6]1)([CH3:4])([CH3:3])[CH3:2].[OH-].[Na+]. (4) Given the product [CH3:22][O:11][C:10](=[O:12])[CH:9]([CH2:8][CH2:7][C:1]1[CH:6]=[CH:5][CH:4]=[CH:3][CH:2]=1)[CH2:16][C:14]([OH:20])=[O:15], predict the reactants needed to synthesize it. The reactants are: [C:1]1([CH2:7][CH2:8][CH2:9][C:10]([OH:12])=[O:11])[CH:6]=[CH:5][CH:4]=[CH:3][CH:2]=1.O.[C:14]([OH:20])([C:16](F)(F)F)=[O:15].Cl[CH2:22]Cl.